This data is from Forward reaction prediction with 1.9M reactions from USPTO patents (1976-2016). The task is: Predict the product of the given reaction. (1) Given the reactants Br[CH2:2][C:3]1[CH:4]=[C:5]([N+:9]([O-:11])=[O:10])[CH:6]=[CH:7][CH:8]=1.[OH:12][C:13]1[C:18]([CH2:19][CH2:20][CH3:21])=[C:17]([OH:22])[CH:16]=[CH:15][C:14]=1[C:23](=[O:25])[CH3:24].C(=O)([O-])[O-].[K+].[K+].C(=O)([O-])[O-].[Cs+].[Cs+], predict the reaction product. The product is: [OH:12][C:13]1[C:18]([CH2:19][CH2:20][CH3:21])=[C:17]([O:22][CH2:2][C:3]2[CH:8]=[CH:7][CH:6]=[C:5]([N+:9]([O-:11])=[O:10])[CH:4]=2)[CH:16]=[CH:15][C:14]=1[C:23](=[O:25])[CH3:24]. (2) Given the reactants [F-].C([N+](CCCC)(CCCC)CCCC)CCC.[Cl:19][C:20]1[CH:25]=[CH:24][CH:23]=[CH:22][C:21]=1[C:26]1[CH:34]=[C:33]2[C:29]([C:30]([NH:43][C:44](=[O:48])[CH2:45][CH2:46][CH3:47])=[N:31][N:32]2COCC[Si](C)(C)C)=[CH:28][CH:27]=1, predict the reaction product. The product is: [Cl:19][C:20]1[CH:25]=[CH:24][CH:23]=[CH:22][C:21]=1[C:26]1[CH:34]=[C:33]2[C:29]([C:30]([NH:43][C:44](=[O:48])[CH2:45][CH2:46][CH3:47])=[N:31][NH:32]2)=[CH:28][CH:27]=1. (3) The product is: [OH:10][C:11]1[C:2]([CH3:1])=[CH:3][CH:4]=[C:5]2[C:6]=1[CH2:7][CH2:8][C:9]2=[O:12]. Given the reactants [CH3:1][C:2]1[CH:3]=[CH:4][CH:5]=[C:6]2[C:11]=1[O:10][C:9](=[O:12])[CH2:8][CH2:7]2.[Cl-].[Cl-].[Cl-].[Al+3].O, predict the reaction product. (4) Given the reactants [CH2:1]([O:3][C:4]([C:6]1[NH:7][N:8]=[CH:9][CH:10]=1)=[O:5])[CH3:2].C([O-])([O-])=O.[K+].[K+].[Br:17][C:18]1[CH:25]=[CH:24][C:21]([CH2:22]Br)=[CH:20][CH:19]=1, predict the reaction product. The product is: [CH2:1]([O:3][C:4]([C:6]1[N:7]([CH2:22][C:21]2[CH:24]=[CH:25][C:18]([Br:17])=[CH:19][CH:20]=2)[N:8]=[CH:9][CH:10]=1)=[O:5])[CH3:2]. (5) Given the reactants [CH3:1][CH:2]1[CH2:10][C:9]2[C:4](=[CH:5][CH:6]=[C:7]([C:11]([O:20][Si](CC)(CC)CC)([C:16]([F:19])([F:18])[F:17])[C:12]([F:15])([F:14])[F:13])[CH:8]=2)N1.[Na].CC[O:31][CH2:32][CH3:33].[NH4+:34].[Cl-].[CH3:36][OH:37], predict the reaction product. The product is: [CH3:36][O:37][C:32](=[O:31])[CH:33]([N:34]1[C:4]2[C:9](=[CH:8][C:7]([C:11]([OH:20])([C:12]([F:13])([F:14])[F:15])[C:16]([F:17])([F:19])[F:18])=[CH:6][CH:5]=2)[CH2:10][CH:2]1[CH3:1])[C:4]1[CH:9]=[CH:8][CH:7]=[CH:6][CH:5]=1. (6) Given the reactants [Cl:1][C:2]1[CH:3]=[N:4][C:5]2[N:6]([N:8]=[C:9]([C:11]([OH:13])=O)[CH:10]=2)[CH:7]=1.[Br:14][C:15]1[CH:24]=[CH:23][CH:22]=[C:21]2[C:16]=1[CH2:17][CH2:18][NH:19][N:20]2[CH3:25], predict the reaction product. The product is: [Br:14][C:15]1[CH:24]=[CH:23][CH:22]=[C:21]2[C:16]=1[CH2:17][CH2:18][N:19]([C:11]([C:9]1[CH:10]=[C:5]3[N:4]=[CH:3][C:2]([Cl:1])=[CH:7][N:6]3[N:8]=1)=[O:13])[N:20]2[CH3:25].